The task is: Predict the reactants needed to synthesize the given product.. This data is from Retrosynthesis with 50K atom-mapped reactions and 10 reaction types from USPTO. (1) Given the product COC(=O)c1nc(-c2c(F)cccc2F)cnc1N, predict the reactants needed to synthesize it. The reactants are: COC(=O)c1nc(Br)cnc1N.OB(O)c1c(F)cccc1F. (2) Given the product O=C1NC(Cc2c[nH]c3ccccc23)C(=O)N1CCCN1CCC(c2ccccc2)CC1, predict the reactants needed to synthesize it. The reactants are: ClCCCN1CCC(c2ccccc2)CC1.O=C1NC(=O)C(Cc2c[nH]c3ccccc23)N1. (3) Given the product CN1Cc2c(Cl)cc(Cl)cc2C(c2cccc(NC(=O)CCOCCOCCOCCN)c2)C1, predict the reactants needed to synthesize it. The reactants are: CN1Cc2c(Cl)cc(Cl)cc2C(c2cccc(NC(=O)CCOCCOCCOCCN3C(=O)c4ccccc4C3=O)c2)C1. (4) Given the product CC(C)OC(=O)c1cccnc1N1CCN(Cc2cccc(Nc3ccccc3C(F)(F)F)c2)CC1, predict the reactants needed to synthesize it. The reactants are: CC(C)OC(=O)c1cccnc1N1CCN(Cc2cccc(Br)c2)CC1.Nc1ccccc1C(F)(F)F. (5) Given the product O=C1CC(CO)CN1c1ccc(OCc2cccc(F)c2)cc1, predict the reactants needed to synthesize it. The reactants are: COC(=O)C1CC(=O)N(c2ccc(OCc3cccc(F)c3)cc2)C1. (6) Given the product CC(C)(CO)NC(=O)CCNC(=O)OC(C)(C)C, predict the reactants needed to synthesize it. The reactants are: CC(C)(C)OC(=O)NCCC(=O)O.CC(C)(N)CO. (7) Given the product CN(CCc1ccn(-c2ccc(F)cn2)n1)C(=O)c1cc(Cl)ccc1-n1nccn1, predict the reactants needed to synthesize it. The reactants are: CNCCc1ccn(-c2ccc(F)cn2)n1.O=C(O)c1cc(Cl)ccc1-n1nccn1. (8) Given the product COc1ccc(C(c2ccc3nccc(/C=C/c4ccccc4)c3c2)c2nccs2)cc1, predict the reactants needed to synthesize it. The reactants are: COc1ccc(C(O)(c2ccc3nccc(/C=C/c4ccccc4)c3c2)c2nccs2)cc1. (9) Given the product COc1ccc(-c2ccc(C(=O)O)c(N)c2)cc1, predict the reactants needed to synthesize it. The reactants are: COc1ccc(-c2ccc(C(=O)O)c([N+](=O)[O-])c2)cc1. (10) Given the product CC(NC(=O)c1ccc(C(=O)N2CCCC2)cc1)c1nc2cc(Cl)ccc2[nH]1, predict the reactants needed to synthesize it. The reactants are: CC(N)c1nc2cc(Cl)ccc2[nH]1.O=C(O)c1ccc(C(=O)N2CCCC2)cc1.